Dataset: Catalyst prediction with 721,799 reactions and 888 catalyst types from USPTO. Task: Predict which catalyst facilitates the given reaction. (1) Reactant: [CH2:1]([O:3][C:4]([N:6]1[CH2:11][CH2:10][CH:9]([NH:12][CH2:13][C:14]2[CH:19]=[CH:18][N:17]=[C:16]([C:20]3[CH:25]=[C:24]([O:26][CH3:27])[C:23]([O:28][CH3:29])=[C:22]([O:30][CH3:31])[CH:21]=3)[CH:15]=2)[CH2:8][CH2:7]1)=[O:5])[CH3:2].C(=O)([O-])[O-].[K+].[K+].I[CH2:39][CH3:40].C(OCC)(=O)C. Product: [CH2:1]([O:3][C:4]([N:6]1[CH2:11][CH2:10][CH:9]([N:12]([CH2:39][CH3:40])[CH2:13][C:14]2[CH:19]=[CH:18][N:17]=[C:16]([C:20]3[CH:21]=[C:22]([O:30][CH3:31])[C:23]([O:28][CH3:29])=[C:24]([O:26][CH3:27])[CH:25]=3)[CH:15]=2)[CH2:8][CH2:7]1)=[O:5])[CH3:2]. The catalyst class is: 10. (2) Reactant: [NH:1]1[C:9]2[C:4](=[CH:5][CH:6]=[CH:7][CH:8]=2)[CH2:3][C:2]1=[O:10].[C:11]([C:14]1[CH:19]=[CH:18][CH:17]=[CH:16][CH:15]=1)(=O)[CH3:12].N1CCCC1. Product: [C:14]1([C:11](=[C:3]2[C:4]3[C:9](=[CH:8][CH:7]=[CH:6][CH:5]=3)[NH:1][C:2]2=[O:10])[CH3:12])[CH:19]=[CH:18][CH:17]=[CH:16][CH:15]=1. The catalyst class is: 11.